Dataset: Reaction yield outcomes from USPTO patents with 853,638 reactions. Task: Predict the reaction yield, written as a fraction of the theoretical maximum amount of product (1.0 means a 100% yield; for example, 0.34 means a 34% yield). (1) The reactants are [H-].[Na+].[CH3:3][N:4]1[CH2:9][CH2:8][O:7][CH2:6][CH:5]1[CH2:10][OH:11].[N+](C1C=CC([O:21][C:22]([N:24]2[CH2:29][CH2:28][N:27]([C:30]3[CH:35]=[CH:34][C:33]([F:36])=[CH:32][CH:31]=3)[CH2:26][CH2:25]2)=O)=CC=1)([O-])=O.C([O-])(O)=O.[Na+]. The catalyst is C1COCC1. The product is [F:36][C:33]1[CH:32]=[CH:31][C:30]([N:27]2[CH2:26][CH2:25][N:24]([C:22]([O:11][CH2:10][CH:5]3[CH2:6][O:7][CH2:8][CH2:9][N:4]3[CH3:3])=[O:21])[CH2:29][CH2:28]2)=[CH:35][CH:34]=1. The yield is 0.830. (2) The reactants are [CH3:1][O:2][C:3]1[CH:4]=[C:5]2[C:10](=[CH:11][C:12]=1[O:13][CH3:14])[N:9]=[C:8]([S:15][CH3:16])[CH:7]=[C:6]2[O:17][C:18]1[CH:23]=[CH:22][C:21]([NH2:24])=[CH:20][C:19]=1[F:25].[F:26][C:27]1[CH:32]=[CH:31][C:30]([NH:33][C:34]([C:36]2([C:39](O)=[O:40])[CH2:38][CH2:37]2)=[O:35])=[CH:29][CH:28]=1.CN(C(ON1N=NC2C=CC=NC1=2)=[N+](C)C)C.F[P-](F)(F)(F)(F)F.O. The catalyst is CN(C=O)C. The product is [CH3:1][O:2][C:3]1[CH:4]=[C:5]2[C:10](=[CH:11][C:12]=1[O:13][CH3:14])[N:9]=[C:8]([S:15][CH3:16])[CH:7]=[C:6]2[O:17][C:18]1[CH:23]=[CH:22][C:21]([NH:24][C:39]([C:36]2([C:34]([NH:33][C:30]3[CH:31]=[CH:32][C:27]([F:26])=[CH:28][CH:29]=3)=[O:35])[CH2:38][CH2:37]2)=[O:40])=[CH:20][C:19]=1[F:25]. The yield is 0.110. (3) The reactants are [C:9](O[C:9]([O:11][C:12]([CH3:15])([CH3:14])[CH3:13])=[O:10])([O:11][C:12]([CH3:15])([CH3:14])[CH3:13])=[O:10].[NH2:16][CH2:17][CH2:18][CH2:19][CH2:20][CH2:21][CH2:22][NH2:23]. The catalyst is ClCCl. The product is [C:9]([NH:16][CH2:17][CH2:18][CH2:19][CH2:20][CH2:21][CH2:22][NH2:23])([O:11][C:12]([CH3:13])([CH3:14])[CH3:15])=[O:10]. The yield is 0.925.